Dataset: Forward reaction prediction with 1.9M reactions from USPTO patents (1976-2016). Task: Predict the product of the given reaction. (1) Given the reactants [N:1]1([C@@H:7]2[CH2:12][CH2:11][C@H:10]([NH:13][CH:14]3[C:23]4[N:22]=[CH:21][CH:20]=[CH:19][C:18]=4[CH2:17][CH2:16][CH2:15]3)[CH2:9][CH2:8]2)[CH2:6][CH2:5][O:4][CH2:3][CH2:2]1.C(OC([N:31]1[C:35]2[CH:36]=[CH:37][CH:38]=[CH:39][C:34]=2[N:33]=[C:32]1[CH2:40]Cl)=O)(C)(C)C.C(N(CC)C(C)C)(C)C.[I-].[K+], predict the reaction product. The product is: [NH:31]1[C:35]2[CH:36]=[CH:37][CH:38]=[CH:39][C:34]=2[N:33]=[C:32]1[CH2:40][N:13]([C@H:10]1[CH2:9][CH2:8][C@@H:7]([N:1]2[CH2:6][CH2:5][O:4][CH2:3][CH2:2]2)[CH2:12][CH2:11]1)[CH:14]1[C:23]2[N:22]=[CH:21][CH:20]=[CH:19][C:18]=2[CH2:17][CH2:16][CH2:15]1. (2) Given the reactants [C:1]([C:5]1[CH:6]=[C:7]([N+:15]([O-:17])=[O:16])[C:8]([O:13][CH3:14])=[C:9]([CH:12]=1)[CH:10]=[O:11])([CH3:4])([CH3:3])[CH3:2].[BH4-].[Na+].[Cl-].[NH4+], predict the reaction product. The product is: [C:1]([C:5]1[CH:6]=[C:7]([N+:15]([O-:17])=[O:16])[C:8]([O:13][CH3:14])=[C:9]([CH2:10][OH:11])[CH:12]=1)([CH3:4])([CH3:2])[CH3:3]. (3) The product is: [CH2:15]([N:14]1[C:17](=[O:18])[C:8]2[C:7]([CH3:22])=[C:6]([C:4]([O:3][CH2:1][CH3:2])=[O:5])[S:10][C:9]=2[NH:11][C:12]1=[O:13])[CH3:16]. Given the reactants [CH2:1]([O:3][C:4]([C:6]1[S:10][C:9]([NH:11][C:12]([NH:14][CH2:15][CH3:16])=[O:13])=[C:8]([C:17](OCC)=[O:18])[C:7]=1[CH3:22])=[O:5])[CH3:2].[O-]CC.[Na+].Cl, predict the reaction product. (4) Given the reactants [CH:1]1([C:4]2[C:5]3[CH:12]=[CH:11][NH:10][C:6]=3[N:7]=[CH:8][N:9]=2)[CH2:3][CH2:2]1.[F:13][C:14]1[C:19]([CH:20]=[O:21])=[C:18]([F:22])[CH:17]=[CH:16][C:15]=1[NH:23][S:24]([C:27]1[CH:32]=[CH:31][C:30]([C:33]([F:36])([F:35])[F:34])=[CH:29][CH:28]=1)(=[O:26])=[O:25], predict the reaction product. The product is: [CH:1]1([C:4]2[C:5]3[C:12]([CH:20]([OH:21])[C:19]4[C:14]([F:13])=[C:15]([NH:23][S:24]([C:27]5[CH:28]=[CH:29][C:30]([C:33]([F:36])([F:35])[F:34])=[CH:31][CH:32]=5)(=[O:26])=[O:25])[CH:16]=[CH:17][C:18]=4[F:22])=[CH:11][NH:10][C:6]=3[N:7]=[CH:8][N:9]=2)[CH2:3][CH2:2]1. (5) Given the reactants C([O:3][C:4](=O)[NH:5][C:6](=[O:32])[C:7]([C:30]#[N:31])=[N:8][NH:9][C:10]1[CH:15]=[C:14]([Cl:16])[C:13]([O:17][C:18]2[CH:23]=[C:22]([CH:24]([CH3:26])[CH3:25])[C:21](=[O:27])[N:20]([CH3:28])[N:19]=2)=[C:12]([Cl:29])[CH:11]=1)C.C([O-])(=O)C.[K+].C(O)(=O)C.O, predict the reaction product. The product is: [Cl:29][C:12]1[CH:11]=[C:10]([N:9]2[C:4](=[O:3])[NH:5][C:6](=[O:32])[C:7]([C:30]#[N:31])=[N:8]2)[CH:15]=[C:14]([Cl:16])[C:13]=1[O:17][C:18]1[CH:23]=[C:22]([CH:24]([CH3:26])[CH3:25])[C:21](=[O:27])[N:20]([CH3:28])[N:19]=1. (6) Given the reactants Cl.Br[C:3]1[S:11][C:10]2[C:9]([NH:12][C:13]3[CH:18]=[CH:17][C:16]([O:19][CH2:20][C:21]4[CH:26]=[CH:25][CH:24]=[C:23]([F:27])[CH:22]=4)=[C:15]([Cl:28])[CH:14]=3)=[N:8][CH:7]=[N:6][C:5]=2[CH:4]=1.C(N(CC)CC)C.[C:36]([C@@H:38]1[CH2:42][O:41][C:40]([CH3:44])([CH3:43])[N:39]1[C:45]([O:47][C:48]([CH3:51])([CH3:50])[CH3:49])=[O:46])#[CH:37], predict the reaction product. The product is: [Cl:28][C:15]1[CH:14]=[C:13]([NH:12][C:9]2[C:10]3[S:11][C:3]([C:37]#[C:36][C@@H:38]4[CH2:42][O:41][C:40]([CH3:44])([CH3:43])[N:39]4[C:45]([O:47][C:48]([CH3:51])([CH3:50])[CH3:49])=[O:46])=[CH:4][C:5]=3[N:6]=[CH:7][N:8]=2)[CH:18]=[CH:17][C:16]=1[O:19][CH2:20][C:21]1[CH:26]=[CH:25][CH:24]=[C:23]([F:27])[CH:22]=1. (7) Given the reactants [C:1]([O:5][C:6]([N:8]1[CH2:13][CH2:12][CH:11]([O:14][C:15]2[CH:16]=[C:17]3[C:22](=[CH:23][C:24]=2Br)[CH:21]=[N:20][CH:19]=[CH:18]3)[CH2:10][CH2:9]1)=[O:7])([CH3:4])([CH3:3])[CH3:2].C([Sn](CCCC)(CCCC)[C:31]1[S:32][CH:33]=[CH:34][CH:35]=1)CCC, predict the reaction product. The product is: [C:1]([O:5][C:6]([N:8]1[CH2:13][CH2:12][CH:11]([O:14][C:15]2[CH:16]=[C:17]3[C:22](=[CH:23][C:24]=2[C:31]2[S:32][CH:33]=[CH:34][CH:35]=2)[CH:21]=[N:20][CH:19]=[CH:18]3)[CH2:10][CH2:9]1)=[O:7])([CH3:4])([CH3:3])[CH3:2]. (8) Given the reactants O[N:2]1C(=O)C2=CC=CC=C2C1=O.[OH:13][CH2:14][CH2:15][CH2:16][CH2:17][NH:18][C:19](=[O:28])[O:20][CH2:21][C:22]1[CH:27]=[CH:26][CH:25]=[CH:24][CH:23]=1.C1(P(C2C=CC=CC=2)C2C=CC=CC=2)C=CC=CC=1.CC(OC(/N=N/C(OC(C)C)=O)=O)C, predict the reaction product. The product is: [NH2:2][O:13][CH2:14][CH2:15][CH2:16][CH2:17][NH:18][C:19](=[O:28])[O:20][CH2:21][C:22]1[CH:23]=[CH:24][CH:25]=[CH:26][CH:27]=1.